Dataset: NCI-60 drug combinations with 297,098 pairs across 59 cell lines. Task: Regression. Given two drug SMILES strings and cell line genomic features, predict the synergy score measuring deviation from expected non-interaction effect. (1) Drug 1: CC1=C(C=C(C=C1)NC(=O)C2=CC=C(C=C2)CN3CCN(CC3)C)NC4=NC=CC(=N4)C5=CN=CC=C5. Drug 2: CNC(=O)C1=NC=CC(=C1)OC2=CC=C(C=C2)NC(=O)NC3=CC(=C(C=C3)Cl)C(F)(F)F. Cell line: HOP-62. Synergy scores: CSS=7.58, Synergy_ZIP=-2.50, Synergy_Bliss=-4.11, Synergy_Loewe=-19.6, Synergy_HSA=-5.32. (2) Drug 1: CC1=C2C(C(=O)C3(C(CC4C(C3C(C(C2(C)C)(CC1OC(=O)C(C(C5=CC=CC=C5)NC(=O)C6=CC=CC=C6)O)O)OC(=O)C7=CC=CC=C7)(CO4)OC(=O)C)O)C)OC(=O)C. Drug 2: C1CNP(=O)(OC1)N(CCCl)CCCl. Cell line: PC-3. Synergy scores: CSS=26.8, Synergy_ZIP=-7.24, Synergy_Bliss=-2.06, Synergy_Loewe=-63.9, Synergy_HSA=-2.24. (3) Drug 1: C1=CC=C(C=C1)NC(=O)CCCCCCC(=O)NO. Drug 2: C1=CC=C(C(=C1)C(C2=CC=C(C=C2)Cl)C(Cl)Cl)Cl. Cell line: RXF 393. Synergy scores: CSS=3.60, Synergy_ZIP=-0.956, Synergy_Bliss=2.31, Synergy_Loewe=-6.02, Synergy_HSA=0.458. (4) Drug 1: CC1=C(C=C(C=C1)NC2=NC=CC(=N2)N(C)C3=CC4=NN(C(=C4C=C3)C)C)S(=O)(=O)N.Cl. Drug 2: CC1CCC2CC(C(=CC=CC=CC(CC(C(=O)C(C(C(=CC(C(=O)CC(OC(=O)C3CCCCN3C(=O)C(=O)C1(O2)O)C(C)CC4CCC(C(C4)OC)O)C)C)O)OC)C)C)C)OC. Cell line: MDA-MB-231. Synergy scores: CSS=25.0, Synergy_ZIP=1.41, Synergy_Bliss=4.17, Synergy_Loewe=4.28, Synergy_HSA=6.95. (5) Drug 1: CC1=C(C=C(C=C1)NC2=NC=CC(=N2)N(C)C3=CC4=NN(C(=C4C=C3)C)C)S(=O)(=O)N.Cl. Drug 2: CC1C(C(CC(O1)OC2CC(OC(C2O)C)OC3=CC4=CC5=C(C(=O)C(C(C5)C(C(=O)C(C(C)O)O)OC)OC6CC(C(C(O6)C)O)OC7CC(C(C(O7)C)O)OC8CC(C(C(O8)C)O)(C)O)C(=C4C(=C3C)O)O)O)O. Cell line: K-562. Synergy scores: CSS=20.2, Synergy_ZIP=15.1, Synergy_Bliss=17.2, Synergy_Loewe=20.8, Synergy_HSA=18.9.